This data is from Full USPTO retrosynthesis dataset with 1.9M reactions from patents (1976-2016). The task is: Predict the reactants needed to synthesize the given product. (1) Given the product [F:8][C:4]1[CH:5]=[CH:6][CH:7]=[C:2]([F:1])[C:3]=1[C:9]1[C:18]2[CH:17]=[C:16]([CH:19]=[O:20])[CH:15]=[CH:14][C:13]=2[C:12]2[NH:21][N:22]=[C:23]([NH:24][CH:25]3[CH2:30][CH2:29][N:28]([S:31]([CH3:34])(=[O:32])=[O:33])[CH2:27][CH2:26]3)[C:11]=2[N:10]=1, predict the reactants needed to synthesize it. The reactants are: [F:1][C:2]1[CH:7]=[CH:6][CH:5]=[C:4]([F:8])[C:3]=1[C:9]1[C:18]2[CH:17]=[C:16]([CH:19]=[O:20])[CH:15]=[CH:14][C:13]=2[C:12]2[N:21](COCC[Si](C)(C)C)[N:22]=[C:23]([NH:24][CH:25]3[CH2:30][CH2:29][N:28]([S:31]([CH3:34])(=[O:33])=[O:32])[CH2:27][CH2:26]3)[C:11]=2[N:10]=1.C(O)(C(F)(F)F)=O. (2) Given the product [CH3:12][S:13]([C:16]1[CH:21]=[CH:20][C:19]([C:2]2[S:3][CH:4]=[CH:5][C:6]=2[CH2:7][C:8]([O:10][CH3:11])=[O:9])=[CH:18][CH:17]=1)(=[O:15])=[O:14], predict the reactants needed to synthesize it. The reactants are: Br[C:2]1[S:3][CH:4]=[CH:5][C:6]=1[CH2:7][C:8]([O:10][CH3:11])=[O:9].[CH3:12][S:13]([C:16]1[CH:21]=[CH:20][C:19](B(O)O)=[CH:18][CH:17]=1)(=[O:15])=[O:14].C([O-])([O-])=O.[K+].[K+].CC#N. (3) Given the product [NH2:36][CH:37]([CH3:49])[CH2:38][C:39]1[CH:48]=[CH:47][C:42]([C:43]([NH:23][C:22]2[CH:21]=[C:20]([CH2:24][CH2:25][C:26]3[CH:27]=[C:28]([O:34][CH3:35])[CH:29]=[C:30]([O:32][CH3:33])[CH:31]=3)[NH:19][N:18]=2)=[O:44])=[CH:41][CH:40]=1, predict the reactants needed to synthesize it. The reactants are: C[Si]([N-][Si](C)(C)C)(C)C.[Na+].C(OC([N:18]1[C:22]([NH2:23])=[CH:21][C:20]([CH2:24][CH2:25][C:26]2[CH:31]=[C:30]([O:32][CH3:33])[CH:29]=[C:28]([O:34][CH3:35])[CH:27]=2)=[N:19]1)=O)(C)(C)C.[NH2:36][CH:37]([CH3:49])[CH2:38][C:39]1[CH:48]=[CH:47][C:42]([C:43](OC)=[O:44])=[CH:41][CH:40]=1. (4) Given the product [OH:35][C@@H:30]1[CH2:31][N:32]([CH2:6][CH2:5][C@H:4]([N:8]2[C:14](=[O:15])[CH2:13][CH2:12][N:11]([C:16]3[CH:21]=[CH:20][CH:19]=[C:18]([C:22]([F:25])([F:23])[F:24])[CH:17]=3)[CH2:10][CH2:9]2)[CH2:3][O:2][CH3:1])[CH2:33][CH2:34][C:29]21[CH2:28][CH2:27]2, predict the reactants needed to synthesize it. The reactants are: [CH3:1][O:2][CH2:3][C@@H:4]([N:8]1[C:14](=[O:15])[CH2:13][CH2:12][N:11]([C:16]2[CH:21]=[CH:20][CH:19]=[C:18]([C:22]([F:25])([F:24])[F:23])[CH:17]=2)[CH2:10][CH2:9]1)[CH2:5][CH:6]=O.Cl.[CH2:27]1[C:29]2([CH2:34][CH2:33][NH:32][CH2:31][C@H:30]2[OH:35])[CH2:28]1. (5) Given the product [F:47][CH:46]([F:48])[CH2:45][NH:44][C:42]([CH2:41][NH:40][C:20]([C:18]1[S:19][C:15]([C:12]2[CH2:11][C:10]([C:4]3[CH:5]=[C:6]([Cl:9])[C:7]([F:8])=[C:2]([Cl:1])[CH:3]=3)([C:26]([F:29])([F:27])[F:28])[O:14][N:13]=2)=[C:16]2[CH2:25][CH2:24][CH2:23][C:17]=12)=[O:21])=[O:43], predict the reactants needed to synthesize it. The reactants are: [Cl:1][C:2]1[CH:3]=[C:4]([C:10]2([C:26]([F:29])([F:28])[F:27])[O:14][N:13]=[C:12]([C:15]3[S:19][C:18]([C:20](O)=[O:21])=[C:17]4[CH2:23][CH2:24][CH2:25][C:16]=34)[CH2:11]2)[CH:5]=[C:6]([Cl:9])[C:7]=1[F:8].C(N(CC)C(C)C)(C)C.Cl.[NH2:40][CH2:41][C:42]([NH:44][CH2:45][CH:46]([F:48])[F:47])=[O:43].CN(C(ON1N=NC2C=CC=NC1=2)=[N+](C)C)C.F[P-](F)(F)(F)(F)F. (6) Given the product [C:22]([C:21]1[CH:24]=[CH:25][C:18]([N:4]([CH:1]2[CH2:2][CH2:3]2)[C@@H:5]2[CH2:9][CH2:8][N:7]([C:10]([O:12][C:13]([CH3:16])([CH3:15])[CH3:14])=[O:11])[CH2:6]2)=[N:19][CH:20]=1)#[N:23], predict the reactants needed to synthesize it. The reactants are: [CH:1]1([NH:4][C@@H:5]2[CH2:9][CH2:8][N:7]([C:10]([O:12][C:13]([CH3:16])([CH3:15])[CH3:14])=[O:11])[CH2:6]2)[CH2:3][CH2:2]1.Br[C:18]1[CH:25]=[CH:24][C:21]([C:22]#[N:23])=[CH:20][N:19]=1.